Predict the product of the given reaction. From a dataset of Forward reaction prediction with 1.9M reactions from USPTO patents (1976-2016). (1) The product is: [N:1]1([CH2:8][CH2:9][CH2:10][OH:11])[CH2:6][CH2:5][O:4][CH2:3][CH2:2]1. Given the reactants [NH:1]1[CH2:6][CH2:5][O:4][CH2:3][CH2:2]1.Br[CH2:8][CH2:9][CH2:10][OH:11], predict the reaction product. (2) Given the reactants Cl[C:2]1[N:6]([CH3:7])[C:5]2[CH:8]=[CH:9][CH:10]=[CH:11][C:4]=2[N:3]=1.[CH:12]1[C:17]([OH:18])=[CH:16][CH:15]=[C:14]([Br:19])[CH:13]=1, predict the reaction product. The product is: [Br:19][C:14]1[CH:15]=[CH:16][C:17]([O:18][C:2]2[N:6]([CH3:7])[C:5]3[CH:8]=[CH:9][CH:10]=[CH:11][C:4]=3[N:3]=2)=[CH:12][CH:13]=1. (3) Given the reactants [O:1]1CCO[CH:2]1[C:6]1[S:7][C:8]([CH2:11][O:12][CH2:13][CH2:14][O:15][CH3:16])=[CH:9][N:10]=1.Cl.C(=O)([O-])O.[Na+], predict the reaction product. The product is: [CH3:16][O:15][CH2:14][CH2:13][O:12][CH2:11][C:8]1[S:7][C:6]([CH:2]=[O:1])=[N:10][CH:9]=1. (4) Given the reactants [Cl:1][C:2]1[CH:20]=[C:6]([C:7]([NH:9][CH2:10][CH2:11][CH2:12][CH2:13][CH2:14][CH2:15][CH2:16][C:17]([OH:19])=[O:18])=[O:8])[C:5]([OH:21])=[CH:4][CH:3]=1.[OH-].[Na+:23], predict the reaction product. The product is: [CH2:7]([OH:8])[CH3:6].[Cl:1][C:2]1[CH:20]=[C:6]([C:7]([NH:9][CH2:10][CH2:11][CH2:12][CH2:13][CH2:14][CH2:15][CH2:16][C:17]([O-:19])=[O:18])=[O:8])[C:5]([OH:21])=[CH:4][CH:3]=1.[Na+:23].[Na+:23].[Cl:1][C:2]1[CH:20]=[C:6]([C:7]([NH:9][CH2:10][CH2:11][CH2:12][CH2:13][CH2:14][CH2:15][CH2:16][C:17]([O-:19])=[O:18])=[O:8])[C:5]([OH:21])=[CH:4][CH:3]=1. (5) Given the reactants Cl[C:2]1[C:7]([O:8][CH3:9])=[C:6]([NH:10][C:11]2[CH:16]=[CH:15][C:14]([Cl:17])=[CH:13][CH:12]=2)[N:5]=[C:4]([C:18]#[N:19])[N:3]=1.[NH:20]1[CH2:25][CH2:24][NH:23][CH2:22][CH2:21]1, predict the reaction product. The product is: [Cl:17][C:14]1[CH:15]=[CH:16][C:11]([NH:10][C:6]2[C:7]([O:8][CH3:9])=[C:2]([N:20]3[CH2:25][CH2:24][NH:23][CH2:22][CH2:21]3)[N:3]=[C:4]([C:18]#[N:19])[N:5]=2)=[CH:12][CH:13]=1. (6) Given the reactants [CH3:1][C:2]1[NH:6][N:5]=[C:4]([O:7][C:8]2[CH:13]=[CH:12][C:11]([N+:14]([O-])=O)=[CH:10][C:9]=2[C:17]([F:20])([F:19])[F:18])[CH:3]=1.[H][H], predict the reaction product. The product is: [NH2:14][C:11]1[CH:12]=[CH:13][C:8]([O:7][C:4]2[CH:3]=[C:2]([CH3:1])[NH:6][N:5]=2)=[C:9]([C:17]([F:20])([F:19])[F:18])[CH:10]=1. (7) Given the reactants COC(=O)C1C=CC=[C:6]([NH2:10])C=1.[S:12]1C=CC=C1C=O.C(O[BH-](OC(=O)C)OC(=O)C)(=O)C.[Na+].[CH3:33][O:34][C:35](=[O:49])[C:36]1[CH:41]=[CH:40][CH:39]=[C:38]([NH:42][CH2:43][C:44]2[S:45][CH:46]=[CH:47][CH:48]=2)[CH:37]=1, predict the reaction product. The product is: [CH3:33][O:34][C:35](=[O:49])[C:36]1[CH:41]=[CH:40][CH:39]=[C:38]([N:42]([CH2:43][C:44]2[S:45][CH:46]=[CH:47][CH:48]=2)[C:6]([NH2:10])=[S:12])[CH:37]=1.